From a dataset of Full USPTO retrosynthesis dataset with 1.9M reactions from patents (1976-2016). Predict the reactants needed to synthesize the given product. (1) Given the product [CH2:48]([O:55][CH2:56][C:57]([NH:59][C:10](=[O:12])[C:7]1[CH:6]=[C:5]([O:13][CH2:14][C:15]([F:18])([F:17])[F:16])[C:4]([CH:1]2[CH2:2][CH2:3]2)=[CH:9][N:8]=1)([C:60]1[N:64]=[C:63]([CH3:65])[O:62][N:61]=1)[CH3:58])[C:49]1[CH:54]=[CH:53][CH:52]=[CH:51][CH:50]=1, predict the reactants needed to synthesize it. The reactants are: [CH:1]1([C:4]2[C:5]([O:13][CH2:14][C:15]([F:18])([F:17])[F:16])=[CH:6][C:7]([C:10]([OH:12])=O)=[N:8][CH:9]=2)[CH2:3][CH2:2]1.CN(C(ON1N=NC2C=CC=CC1=2)=[N+](C)C)C.[B-](F)(F)(F)F.C(N(CC)CC)C.[CH2:48]([O:55][CH2:56][C:57]([C:60]1[N:64]=[C:63]([CH3:65])[O:62][N:61]=1)([NH2:59])[CH3:58])[C:49]1[CH:54]=[CH:53][CH:52]=[CH:51][CH:50]=1. (2) The reactants are: [C:1]([C:3]1[CH:8]=[CH:7][C:6]([C:9]2[CH:10]=[N:11][N:12]([C:15]3[CH:23]=[CH:22][C:18]([C:19](O)=[O:20])=[CH:17][N:16]=3)[C:13]=2[OH:14])=[CH:5][CH:4]=1)#[N:2].[CH3:24][O:25][CH2:26][CH2:27][C:28]1([NH2:31])[CH2:30][CH2:29]1. Given the product [C:1]([C:3]1[CH:4]=[CH:5][C:6]([C:9]2[CH:10]=[N:11][N:12]([C:15]3[CH:23]=[CH:22][C:18]([C:19]([NH:31][C:28]4([CH2:27][CH2:26][O:25][CH3:24])[CH2:30][CH2:29]4)=[O:20])=[CH:17][N:16]=3)[C:13]=2[OH:14])=[CH:7][CH:8]=1)#[N:2], predict the reactants needed to synthesize it.